From a dataset of Reaction yield outcomes from USPTO patents with 853,638 reactions. Predict the reaction yield, written as a fraction of the theoretical maximum amount of product (1.0 means a 100% yield; for example, 0.34 means a 34% yield). (1) The reactants are [CH2:1]([O:3][C:4](=[O:24])[C:5]([O:21][CH2:22][CH3:23])=[CH:6][C:7]1[CH:12]=[CH:11][C:10]([O:13][CH2:14][C:15]2[CH:20]=[CH:19][CH:18]=[CH:17][CH:16]=2)=[CH:9][CH:8]=1)[CH3:2]. The catalyst is CO.[Rh]. The product is [CH2:1]([O:3][C:4](=[O:24])[CH:5]([O:21][CH2:22][CH3:23])[CH2:6][C:7]1[CH:12]=[CH:11][C:10]([O:13][CH2:14][C:15]2[CH:16]=[CH:17][CH:18]=[CH:19][CH:20]=2)=[CH:9][CH:8]=1)[CH3:2]. The yield is 0.100. (2) The reactants are C(NC(C)C)(C)C.C([Li])CCC.[CH3:13][S:14]([C:17]1[CH:22]=[CH:21][C:20]([CH2:23][C:24]([OH:26])=[O:25])=[CH:19][CH:18]=1)(=[O:16])=[O:15].I[CH2:28][CH:29]1[CH2:33][CH2:32][CH2:31][CH2:30]1. The catalyst is O1CCCC1.CN1CCCN(C)C1=O. The product is [CH:29]1([CH2:28][CH:23]([C:20]2[CH:19]=[CH:18][C:17]([S:14]([CH3:13])(=[O:15])=[O:16])=[CH:22][CH:21]=2)[C:24]([OH:26])=[O:25])[CH2:33][CH2:32][CH2:31][CH2:30]1. The yield is 0.520.